The task is: Predict the reactants needed to synthesize the given product.. This data is from Full USPTO retrosynthesis dataset with 1.9M reactions from patents (1976-2016). Given the product [Cl:1][C:2]1[C:7]([Cl:8])=[CH:6][C:5](/[CH:9]=[CH:13]/[N:14]([CH3:16])[CH3:15])=[C:4]([N+:10]([O-:12])=[O:11])[CH:3]=1, predict the reactants needed to synthesize it. The reactants are: [Cl:1][C:2]1[C:7]([Cl:8])=[CH:6][C:5]([CH3:9])=[C:4]([N+:10]([O-:12])=[O:11])[CH:3]=1.[CH3:13][N:14]([CH:16]=O)[CH3:15].